Dataset: Full USPTO retrosynthesis dataset with 1.9M reactions from patents (1976-2016). Task: Predict the reactants needed to synthesize the given product. Given the product [CH2:1]([N:3]1[C:8](=[O:9])[CH:7]=[C:6]([N:10]2[CH:14]=[C:13]([C:18]#[C:17][C:19]3[CH:20]=[C:21]([CH3:25])[CH:22]=[CH:23][CH:24]=3)[N:12]=[C:11]2[CH3:16])[CH:5]=[N:4]1)[CH3:2], predict the reactants needed to synthesize it. The reactants are: [CH2:1]([N:3]1[C:8](=[O:9])[CH:7]=[C:6]([N:10]2[CH:14]=[C:13](I)[N:12]=[C:11]2[CH3:16])[CH:5]=[N:4]1)[CH3:2].[C:17]([C:19]1[CH:24]=[CH:23][CH:22]=[C:21]([CH3:25])[CH:20]=1)#[CH:18].